From a dataset of HIV replication inhibition screening data with 41,000+ compounds from the AIDS Antiviral Screen. Binary Classification. Given a drug SMILES string, predict its activity (active/inactive) in a high-throughput screening assay against a specified biological target. (1) The molecule is CC1=CC(N2C(=O)C(C)=CC2O)NC1=O. The result is 0 (inactive). (2) The molecule is N=C(N)SCCCN. The result is 0 (inactive). (3) The compound is COc1ccc2c3c(c(C(=O)O)oc13)CCC2. The result is 0 (inactive). (4) The drug is CC(Oc1ccc2c(-c3ccc(Cl)cc3)cc(=O)oc2c1)C(=O)O. The result is 0 (inactive). (5) The compound is O=CC1(c2ccccc2)NC(=O)NC1=O. The result is 0 (inactive). (6) The result is 0 (inactive). The molecule is CC(C)(C)c1ccc(OP(=S)(NN)Oc2ccc(C(C)(C)C)cc2)cc1. (7) The molecule is O=C1c2scc(-c3ccccc3)c2-n2cccc21. The result is 0 (inactive). (8) The molecule is CCCCCCCCCCCCNP(=S)(NCCCCCCCCCCCC)NCCCCCCCCCCCC. The result is 0 (inactive).